Regression. Given two drug SMILES strings and cell line genomic features, predict the synergy score measuring deviation from expected non-interaction effect. From a dataset of NCI-60 drug combinations with 297,098 pairs across 59 cell lines. (1) Drug 1: CC12CCC(CC1=CCC3C2CCC4(C3CC=C4C5=CN=CC=C5)C)O. Drug 2: C(CN)CNCCSP(=O)(O)O. Cell line: BT-549. Synergy scores: CSS=2.06, Synergy_ZIP=0.736, Synergy_Bliss=2.03, Synergy_Loewe=1.63, Synergy_HSA=1.71. (2) Drug 1: CC(CN1CC(=O)NC(=O)C1)N2CC(=O)NC(=O)C2. Drug 2: CC1CCC2CC(C(=CC=CC=CC(CC(C(=O)C(C(C(=CC(C(=O)CC(OC(=O)C3CCCCN3C(=O)C(=O)C1(O2)O)C(C)CC4CCC(C(C4)OC)O)C)C)O)OC)C)C)C)OC. Cell line: COLO 205. Synergy scores: CSS=66.5, Synergy_ZIP=2.04, Synergy_Bliss=1.88, Synergy_Loewe=5.37, Synergy_HSA=6.74. (3) Drug 1: CN1C2=C(C=C(C=C2)N(CCCl)CCCl)N=C1CCCC(=O)O.Cl. Drug 2: C1C(C(OC1N2C=NC3=C2NC=NCC3O)CO)O. Cell line: OVCAR3. Synergy scores: CSS=8.20, Synergy_ZIP=-5.14, Synergy_Bliss=-4.57, Synergy_Loewe=-3.13, Synergy_HSA=-2.87.